This data is from Catalyst prediction with 721,799 reactions and 888 catalyst types from USPTO. The task is: Predict which catalyst facilitates the given reaction. (1) Reactant: C(OC([N:8]1[CH2:13][CH:12]=[C:11](B2OC(C)(C)C(C)(C)O2)[CH2:10][CH2:9]1)=O)(C)(C)C.I[C:24]1[CH:25]=[C:26]([CH:28]=[CH:29][CH:30]=1)[NH2:27].[H][H].[F:33][C:34]1[CH:51]=[CH:50][CH:49]=[CH:48][C:35]=1[CH2:36][NH:37][C:38]1[C:43]([C:44]([NH2:46])=[O:45])=[CH:42][N:41]=[C:40](Cl)[CH:39]=1. Product: [F:33][C:34]1[CH:51]=[CH:50][CH:49]=[CH:48][C:35]=1[CH2:36][NH:37][C:38]1[C:43]([C:44]([NH2:46])=[O:45])=[CH:42][N:41]=[C:40]([NH:27][C:26]2[CH:28]=[CH:29][CH:30]=[C:24]([CH:11]3[CH2:10][CH2:9][NH:8][CH2:13][CH2:12]3)[CH:25]=2)[CH:39]=1. The catalyst class is: 99. (2) Reactant: [C:1]([O:5][C:6]([N:8]1[CH2:13][CH2:12][CH:11]([C:14](=O)[NH:15]C)[CH2:10][CH2:9]1)=[O:7])([CH3:4])([CH3:3])[CH3:2].[BH4-].[Na+].II.CO. Product: [C:1]([O:5][C:6]([N:8]1[CH2:13][CH2:12][CH:11]([CH2:14][NH2:15])[CH2:10][CH2:9]1)=[O:7])([CH3:4])([CH3:3])[CH3:2]. The catalyst class is: 1. (3) Reactant: F[C:2]1[CH:12]=[CH:11][C:5]([C:6]([O:8][CH2:9][CH3:10])=[O:7])=[CH:4][C:3]=1[N+:13]([O-:15])=[O:14].[CH:16]([C:19]1[NH:20][CH:21]=[CH:22][N:23]=1)([CH3:18])[CH3:17].C(N(CC)C(C)C)(C)C. Product: [CH:16]([C:19]1[N:20]([C:2]2[CH:12]=[CH:11][C:5]([C:6]([O:8][CH2:9][CH3:10])=[O:7])=[CH:4][C:3]=2[N+:13]([O-:15])=[O:14])[CH:21]=[CH:22][N:23]=1)([CH3:18])[CH3:17]. The catalyst class is: 10.